This data is from Reaction yield outcomes from USPTO patents with 853,638 reactions. The task is: Predict the reaction yield, written as a fraction of the theoretical maximum amount of product (1.0 means a 100% yield; for example, 0.34 means a 34% yield). (1) The reactants are [CH:1]([Si:3]([CH:7]=[CH2:8])([CH:5]=[CH2:6])[Cl:4])=[CH2:2].[Cl:9][Si:10]([Cl:17])([Cl:16])[CH2:11][CH2:12][SiH:13]([Cl:15])[Cl:14]. No catalyst specified. The product is [Cl:14][Si:13]([Cl:15])([CH2:12][CH2:11][Si:10]([Cl:17])([Cl:16])[Cl:9])[CH2:2][CH2:1][Si:3]([CH2:7][CH2:8][Si:13]([Cl:15])([Cl:14])[CH2:12][CH2:11][Si:10]([Cl:17])([Cl:16])[Cl:9])([CH2:5][CH2:6][Si:13]([Cl:15])([Cl:14])[CH2:12][CH2:11][Si:10]([Cl:17])([Cl:16])[Cl:9])[Cl:4]. The yield is 0.660. (2) The reactants are [C:1]([O:9][C@@H:10]1[C@@H:18]([CH2:19]O)[O:17][C@H:16]2[C@H:12]([N:13]=[C:14]([N:21]([CH2:29][CH:30]=[CH2:31])[C:22]([O:24][C:25]([CH3:28])([CH3:27])[CH3:26])=[O:23])[S:15]2)[C@H:11]1[O:32][C:33](=[O:40])[C:34]1[CH:39]=[CH:38][CH:37]=[CH:36][CH:35]=1)(=[O:8])[C:2]1[CH:7]=[CH:6][CH:5]=[CH:4][CH:3]=1.CCN(S(F)(F)[F:47])CC. The catalyst is C(Cl)Cl. The product is [C:1]([O:9][C@@H:10]1[C@@H:18]([CH2:19][F:47])[O:17][C@H:16]2[C@H:12]([N:13]=[C:14]([N:21]([CH2:29][CH:30]=[CH2:31])[C:22]([O:24][C:25]([CH3:28])([CH3:27])[CH3:26])=[O:23])[S:15]2)[C@H:11]1[O:32][C:33](=[O:40])[C:34]1[CH:39]=[CH:38][CH:37]=[CH:36][CH:35]=1)(=[O:8])[C:2]1[CH:7]=[CH:6][CH:5]=[CH:4][CH:3]=1. The yield is 0.320. (3) The reactants are N1C=CC=CC=1.[C:7]([C:9]1[CH:10]=[C:11]2[C:15](=[CH:16][CH:17]=1)[NH:14][C:13](=[O:18])[C:12]2(O)[C:19]1[C:20]([O:25][CH2:26][CH3:27])=[N:21][CH:22]=[CH:23][CH:24]=1)#[N:8].S(Cl)([Cl:31])=O.ClCCl.CO. The catalyst is ClCCl. The product is [Cl:31][C:12]1([C:19]2[C:20]([O:25][CH2:26][CH3:27])=[N:21][CH:22]=[CH:23][CH:24]=2)[C:11]2[C:15](=[CH:16][CH:17]=[C:9]([C:7]#[N:8])[CH:10]=2)[NH:14][C:13]1=[O:18]. The yield is 0.890. (4) The reactants are Br[CH2:2][C:3]1[CH:8]=[CH:7][CH:6]=[CH:5][C:4]=1[N+:9]([O-:11])=[O:10].[CH3:12][O-:13].[Na+]. The catalyst is CO. The product is [CH3:12][O:13][CH2:2][C:3]1[CH:8]=[CH:7][CH:6]=[CH:5][C:4]=1[N+:9]([O-:11])=[O:10]. The yield is 1.00. (5) The reactants are [OH:1][CH2:2][C:3]1[S:7][C:6]([C:8]2[NH:12][C:11]([CH:13]([C:21]3[CH:29]=[CH:28][C:24]([C:25]([OH:27])=O)=[CH:23][CH:22]=3)[CH2:14][CH:15]3[CH2:20][CH2:19][O:18][CH2:17][CH2:16]3)=[CH:10][CH:9]=2)=[N:5][CH:4]=1.Cl.C(N=C=NC[CH2:37][CH2:38][N:39]([CH3:41])C)C.ON1C2C=CC=CC=2N=N1.N1CCC1. The catalyst is CN(C)C=O.C(OCC)(=O)C. The product is [N:39]1([C:25]([C:24]2[CH:28]=[CH:29][C:21]([CH:13]([C:11]3[NH:12][C:8]([C:6]4[S:7][C:3]([CH2:2][OH:1])=[CH:4][N:5]=4)=[CH:9][CH:10]=3)[CH2:14][CH:15]3[CH2:20][CH2:19][O:18][CH2:17][CH2:16]3)=[CH:22][CH:23]=2)=[O:27])[CH2:38][CH2:37][CH2:41]1. The yield is 0.280. (6) The reactants are Cl[S:2]([CH2:5][CH2:6][CH2:7][NH:8][C:9](=[O:11])[CH3:10])(=[O:4])=[O:3].C(N(CC)CC)C.[OH:19][CH2:20][C:21]([CH3:38])([CH3:37])[C@@H:22]([O:29][Si:30]([CH3:36])([CH3:35])[C:31]([CH3:34])([CH3:33])[CH3:32])/[CH:23]=[CH:24]/[C:25]([O:27][CH3:28])=[O:26]. The catalyst is ClCCl.CN(C1C=CN=CC=1)C. The product is [C:9]([NH:8][CH2:7][CH2:6][CH2:5][S:2]([O:19][CH2:20][C:21]([CH3:38])([CH3:37])[C@@H:22]([O:29][Si:30]([CH3:36])([CH3:35])[C:31]([CH3:32])([CH3:34])[CH3:33])/[CH:23]=[CH:24]/[C:25]([O:27][CH3:28])=[O:26])(=[O:4])=[O:3])(=[O:11])[CH3:10]. The yield is 0.550.